Dataset: Full USPTO retrosynthesis dataset with 1.9M reactions from patents (1976-2016). Task: Predict the reactants needed to synthesize the given product. (1) The reactants are: [CH:1]([NH:4][C:5]([C:7]1[C:15]2[C:10](=[N:11][CH:12]=[C:13]([O:16][C:17]3[CH:22]=[CH:21][CH:20]=[CH:19][CH:18]=3)[N:14]=2)[N:9](COCC[Si](C)(C)C)[CH:8]=1)=[O:6])([CH3:3])[CH3:2].FC(F)(F)C(O)=O. Given the product [CH:1]([NH:4][C:5]([C:7]1[C:15]2[C:10](=[N:11][CH:12]=[C:13]([O:16][C:17]3[CH:22]=[CH:21][CH:20]=[CH:19][CH:18]=3)[N:14]=2)[NH:9][CH:8]=1)=[O:6])([CH3:3])[CH3:2], predict the reactants needed to synthesize it. (2) Given the product [F:1][C:2]1[CH:7]=[CH:6][C:5]([N:8]2[CH:11]([C:12]3[CH:17]=[CH:16][C:15]([O:18][CH2:19][CH2:20][O:21][CH2:22][CH2:23][O:24][CH2:25][CH2:26][N:41]([CH3:40])[CH2:42][CH:43]([OH:52])[CH:44]([OH:51])[CH:45]([OH:50])[CH:46]([OH:49])[CH2:47][OH:48])=[CH:14][CH:13]=3)[CH:10]([CH2:28][CH2:29][CH:30]([C:32]3[CH:37]=[CH:36][C:35]([F:38])=[CH:34][CH:33]=3)[OH:31])[C:9]2=[O:39])=[CH:4][CH:3]=1, predict the reactants needed to synthesize it. The reactants are: [F:1][C:2]1[CH:7]=[CH:6][C:5]([N:8]2[CH:11]([C:12]3[CH:17]=[CH:16][C:15]([O:18][CH2:19][CH2:20][O:21][CH2:22][CH2:23][O:24][CH2:25][CH2:26]I)=[CH:14][CH:13]=3)[CH:10]([CH2:28][CH2:29][CH:30]([C:32]3[CH:37]=[CH:36][C:35]([F:38])=[CH:34][CH:33]=3)[OH:31])[C:9]2=[O:39])=[CH:4][CH:3]=1.[CH3:40][NH:41][CH2:42][CH:43]([OH:52])[CH:44]([OH:51])[CH:45]([OH:50])[CH:46]([OH:49])[CH2:47][OH:48]. (3) Given the product [ClH:1].[NH:20]1[C:21]2[C:17](=[CH:16][C:15]([NH:14][C:2]3[C:7]([C:8]#[N:9])=[CH:6][N:5]=[C:4]4[S:10][C:11]([I:13])=[CH:12][C:3]=34)=[CH:23][CH:22]=2)[CH:18]=[CH:19]1, predict the reactants needed to synthesize it. The reactants are: [Cl:1][C:2]1[C:7]([C:8]#[N:9])=[CH:6][N:5]=[C:4]2[S:10][C:11]([I:13])=[CH:12][C:3]=12.[NH2:14][C:15]1[CH:16]=[C:17]2[C:21](=[CH:22][CH:23]=1)[NH:20][CH:19]=[CH:18]2. (4) Given the product [NH2:28][C:26](=[O:27])[CH:25]([NH:24][C:18](=[O:19])[CH2:17][N:14]1[CH2:13][C:12]2([CH2:21][CH2:22][CH2:23][N:11]2[C:9]([O:8][CH2:1][C:2]2[CH:3]=[CH:4][CH:5]=[CH:6][CH:7]=2)=[O:10])[C:15]1=[O:16])[CH:29]([OH:31])[CH3:30], predict the reactants needed to synthesize it. The reactants are: [CH2:1]([O:8][C:9]([N:11]1[CH2:23][CH2:22][CH2:21][C:12]21[C:15](=[O:16])[N:14]([CH2:17][C:18](O)=[O:19])[CH2:13]2)=[O:10])[C:2]1[CH:7]=[CH:6][CH:5]=[CH:4][CH:3]=1.[NH2:24][C@@H:25]([C@H:29]([OH:31])[CH3:30])[C:26]([NH2:28])=[O:27].CCN(C(C)C)C(C)C.CN(C(ON1N=NC2C=CC=NC1=2)=[N+](C)C)C.F[P-](F)(F)(F)(F)F. (5) The reactants are: Br[CH2:2]Br.[F:4][C:5]1[C:6]([O:14][CH3:15])=[C:7]([C:11](=O)[CH3:12])[CH:8]=[CH:9][CH:10]=1.Cl. Given the product [F:4][C:5]1[CH:10]=[CH:9][CH:8]=[C:7]([C:11](=[CH2:2])[CH3:12])[C:6]=1[O:14][CH3:15], predict the reactants needed to synthesize it.